Dataset: Reaction yield outcomes from USPTO patents with 853,638 reactions. Task: Predict the reaction yield, written as a fraction of the theoretical maximum amount of product (1.0 means a 100% yield; for example, 0.34 means a 34% yield). (1) The reactants are [Se](=O)=O.[CH3:4][O:5][C:6]1[N:11]=[CH:10][C:9]([N:12]2[C:16]([C:17]3[CH:22]=[C:21]([CH3:23])[CH:20]=[CH:19][N:18]=3)=[CH:15][C:14]([C:24]([O:26][CH2:27][CH3:28])=[O:25])=[N:13]2)=[CH:8][CH:7]=1.[OH2:29].C(Cl)(Cl)Cl.[N:34]1C=CC=CC=1. No catalyst specified. The product is [C:23]([C:21]1[CH:20]=[CH:19][N:18]=[C:17]([C:16]2[N:12]([C:9]3[CH:10]=[N:11][C:6]([O:5][CH3:4])=[CH:7][CH:8]=3)[N:13]=[C:14]([C:24]([O:26][CH2:27][CH3:28])=[O:25])[CH:15]=2)[CH:22]=1)(=[O:29])[NH2:34]. The yield is 0.380. (2) The reactants are [CH2:1]([C:3]1[C:8](=[O:9])[NH:7][C:6]([CH3:10])=[C:5]([C:11]2[S:15][C:14]([S:16]([Cl:19])(=[O:18])=[O:17])=[CH:13][CH:12]=2)[CH:4]=1)[CH3:2].[CH2:20]([N:27]1[CH2:32][CH2:31][NH:30][CH2:29][CH2:28]1)[C:21]1[CH:26]=[CH:25][CH:24]=[CH:23][CH:22]=1. No catalyst specified. The product is [ClH:19].[CH2:20]([N:27]1[CH2:32][CH2:31][N:30]([S:16]([C:14]2[S:15][C:11]([C:5]3[CH:4]=[C:3]([CH2:1][CH3:2])[C:8](=[O:9])[NH:7][C:6]=3[CH3:10])=[CH:12][CH:13]=2)(=[O:18])=[O:17])[CH2:29][CH2:28]1)[C:21]1[CH:22]=[CH:23][CH:24]=[CH:25][CH:26]=1. The yield is 0.820. (3) The reactants are [C:1]1([CH3:20])[CH:6]=[CH:5][C:4]([S:7][C:8]2[CH:13]=[C:12]([C:14]([OH:16])=[O:15])[CH:11]=[CH:10][C:9]=2[C:17]([OH:19])=O)=[CH:3][CH:2]=1.ClS(O)(=O)=O. The catalyst is O. The product is [CH3:20][C:1]1[CH:2]=[C:3]2[C:4]([S:7][C:8]3[CH:13]=[C:12]([C:14]([OH:16])=[O:15])[CH:11]=[CH:10][C:9]=3[C:17]2=[O:19])=[CH:5][CH:6]=1. The yield is 0.967. (4) The reactants are [NH2:1][C:2]([CH3:6])([CH3:5])[CH2:3][OH:4].[CH2:7]1[O:9][CH2:8]1. The catalyst is O. The product is [OH:9][CH2:8][CH2:7][NH:1][C:2]([CH3:6])([CH3:5])[CH2:3][OH:4]. The yield is 0.740. (5) The reactants are [CH3:1][O:2][C:3]1[CH:4]=[C:5]2[C:10](=[CH:11][C:12]=1[O:13][CH3:14])[N:9]=[CH:8][CH:7]=[C:6]2[O:15][C:16]1[CH:17]=[C:18]2[C:22](=[CH:23][CH:24]=1)[NH:21][CH:20]=[CH:19]2.[H-].[Na+].[C:27](Cl)(=[O:29])[CH3:28].O. The catalyst is CN(C)C=O. The product is [CH3:1][O:2][C:3]1[CH:4]=[C:5]2[C:10](=[CH:11][C:12]=1[O:13][CH3:14])[N:9]=[CH:8][CH:7]=[C:6]2[O:15][C:16]1[CH:17]=[C:18]2[C:22](=[CH:23][CH:24]=1)[N:21]([C:27](=[O:29])[CH3:28])[CH:20]=[CH:19]2. The yield is 0.410. (6) The reactants are [NH2:1][C@@H:2]([CH3:5])[CH2:3][OH:4].[CH:6](=O)[C:7]1[CH:12]=[CH:11][CH:10]=[CH:9][CH:8]=1.[BH4-].[Na+].Cl. The catalyst is C1(C)C=CC=CC=1.CCO.O1CCOCC1. The product is [C:7]1([CH2:6][NH:1][C@@H:2]([CH3:5])[CH2:3][OH:4])[CH:12]=[CH:11][CH:10]=[CH:9][CH:8]=1. The yield is 0.950. (7) The reactants are [CH3:1][O:2][C:3]1[CH:4]=[C:5]2[C:10](=O)[NH:9][C:7](=O)[C:6]2=[CH:12][CH:13]=1.B.CO.Cl. The catalyst is O1CCCC1. The product is [CH3:1][O:2][C:3]1[CH:4]=[C:5]2[C:6](=[CH:12][CH:13]=1)[CH2:7][NH:9][CH2:10]2. The yield is 0.470. (8) The reactants are [H-].[Na+].[C:3](#[N:7])[CH2:4][C:5]#[N:6].[Si:8]([O:15][C:16]1[CH:24]=[CH:23][C:19]([C:20](O)=[O:21])=[CH:18][CH:17]=1)([C:11]([CH3:14])([CH3:13])[CH3:12])([CH3:10])[CH3:9].[CH3:25]N1CCOCC1.C(OC(Cl)=O)C(C)C.S(OC)(OC)(=O)=O. The catalyst is O1CCCC1. The product is [Si:8]([O:15][C:16]1[CH:24]=[CH:23][C:19]([C:20]([O:21][CH3:25])=[C:4]([C:3]#[N:7])[C:5]#[N:6])=[CH:18][CH:17]=1)([C:11]([CH3:14])([CH3:13])[CH3:12])([CH3:10])[CH3:9]. The yield is 0.610. (9) The reactants are CC(OI1(OC(C)=O)(OC(C)=O)OC(=O)C2C=CC=CC1=2)=O.[C:23]([O:27][C:28]([N:30]1[CH2:35][CH2:34][C:33]2[N:36]([CH2:49][CH2:50][CH2:51][OH:52])[N:37]=[C:38]([C:39]3[CH:44]=[CH:43][C:42]([C:45]([F:48])([F:47])[F:46])=[CH:41][CH:40]=3)[C:32]=2[CH2:31]1)=[O:29])([CH3:26])([CH3:25])[CH3:24]. The catalyst is C(Cl)Cl.CCOCC.C([O-])(O)=O.[Na+]. The product is [C:23]([O:27][C:28]([N:30]1[CH2:35][CH2:34][C:33]2[N:36]([CH2:49][CH2:50][CH:51]=[O:52])[N:37]=[C:38]([C:39]3[CH:44]=[CH:43][C:42]([C:45]([F:48])([F:46])[F:47])=[CH:41][CH:40]=3)[C:32]=2[CH2:31]1)=[O:29])([CH3:26])([CH3:25])[CH3:24]. The yield is 0.790.